The task is: Predict the reaction yield, written as a fraction of the theoretical maximum amount of product (1.0 means a 100% yield; for example, 0.34 means a 34% yield).. This data is from Reaction yield outcomes from USPTO patents with 853,638 reactions. (1) The reactants are CO.[C:3]([NH:8][CH2:9][CH2:10][CH2:11][CH2:12][CH2:13][CH2:14][CH2:15][CH2:16][CH2:17][CH2:18][C:19]([O-:21])=[O:20])(=[O:7])[C:4]([CH3:6])=[CH2:5].[Na+:22].[C:23]([NH:27][C:28]([CH3:35])([CH3:34])[CH2:29][S:30]([OH:33])(=[O:32])=[O:31])(=[O:26])[CH:24]=[CH2:25].[OH-].[Na+]. The catalyst is N(C(C)(C)C#N)=NC(C)(C)C#N.CCOCC.O. The product is [C:3]([NH:8][CH2:9][CH2:10][CH2:11][CH2:12][CH2:13][CH2:14][CH2:15][CH2:16][CH2:17][CH2:18][C:19]([O-:21])=[O:20])(=[O:7])[C:4]([CH3:6])=[CH2:5].[Na+:22].[C:23]([NH:27][C:28]([CH3:35])([CH3:34])[CH2:29][S:30]([OH:33])(=[O:31])=[O:32])(=[O:26])[CH:24]=[CH2:25]. The yield is 0.537. (2) The reactants are [N:1]1[CH:6]=[CH:5][C:4](=[O:7])[NH:3][CH:2]=1.[Cl:8]Cl. The catalyst is C(O)(=O)C.[Fe](Cl)(Cl)Cl. The product is [Cl-:8].[Cl:8][C:5]1[C:4](=[O:7])[NH2+:3][CH:2]=[N:1][CH:6]=1. The yield is 0.840.